From a dataset of Retrosynthesis with 50K atom-mapped reactions and 10 reaction types from USPTO. Predict the reactants needed to synthesize the given product. (1) Given the product CC(C)(C)[Si](OCC(F)CO)(c1ccccc1)c1ccccc1, predict the reactants needed to synthesize it. The reactants are: CCOC(=O)C(F)CO[Si](c1ccccc1)(c1ccccc1)C(C)(C)C. (2) The reactants are: CON=Cc1ccccc1[N+](=O)[O-]. Given the product CON=Cc1ccccc1N, predict the reactants needed to synthesize it.